This data is from Forward reaction prediction with 1.9M reactions from USPTO patents (1976-2016). The task is: Predict the product of the given reaction. (1) Given the reactants [C:1]([N:4]1[C:8]2[CH:9]=[CH:10][CH:11]=[CH:12][C:7]=2[NH:6][C:5]1=[O:13])([CH3:3])=[CH2:2].C1(P(C2C=CC=CC=2)C2C=CC=CC=2)C=CC=CC=1.[CH3:33][C:34]1[C:42]2[C:41]([CH2:43]O)=[CH:40][S:39][C:38]=2[CH:37]=[CH:36][CH:35]=1.N(C(OC(C)C)=O)=NC(OC(C)C)=O, predict the reaction product. The product is: [C:1]([N:4]1[C:8]2[CH:9]=[CH:10][CH:11]=[CH:12][C:7]=2[N:6]([CH2:43][C:41]2[C:42]3[C:34]([CH3:33])=[CH:35][CH:36]=[CH:37][C:38]=3[S:39][CH:40]=2)[C:5]1=[O:13])([CH3:3])=[CH2:2]. (2) Given the reactants [C:1]([O:8][CH3:9])(=[O:7])[CH2:2][C:3]([O:5][CH3:6])=[O:4].[C:10]1(=O)[CH2:15][CH2:14][CH2:13][CH2:12][CH2:11]1.N1C=CC=CC=1.O, predict the reaction product. The product is: [CH3:6][O:5][C:3](=[O:4])[C:2](=[C:10]1[CH2:15][CH2:14][CH2:13][CH2:12][CH2:11]1)[C:1]([O:8][CH3:9])=[O:7]. (3) Given the reactants C(OC([N:8]1[CH2:13][CH2:12][CH:11]([C:14]2[CH:36]=[CH:35][C:17]3[C:18]4[N:22]([CH2:23][CH2:24][O:25][C:16]=3[CH:15]=2)[CH:21]=[C:20]([C:26]2[N:27]([CH:32]([CH3:34])[CH3:33])[N:28]=[C:29]([CH3:31])[N:30]=2)[N:19]=4)[CH2:10][CH2:9]1)=O)(C)(C)C.[ClH:37], predict the reaction product. The product is: [ClH:37].[CH:32]([N:27]1[C:26]([C:20]2[N:19]=[C:18]3[N:22]([CH2:23][CH2:24][O:25][C:16]4[CH:15]=[C:14]([CH:11]5[CH2:12][CH2:13][NH:8][CH2:9][CH2:10]5)[CH:36]=[CH:35][C:17]=43)[CH:21]=2)=[N:30][C:29]([CH3:31])=[N:28]1)([CH3:34])[CH3:33]. (4) Given the reactants [N:1]1[CH:6]=[CH:5][C:4]([CH2:7][C:8]([C:10]2[CH:15]=[CH:14][C:13]([O:16][CH2:17][C:18]3[CH:27]=[CH:26][C:25]4[C:20](=[CH:21][CH:22]=[CH:23][CH:24]=4)[N:19]=3)=[CH:12][CH:11]=2)=[O:9])=[CH:3][CH:2]=1.[F:28]C1C=C(C=CC=1OCC1C=CC2C(=CC=CC=2)N=1)C(N(OC)C)=O, predict the reaction product. The product is: [F:28][C:14]1[CH:15]=[C:10]([C:8](=[O:9])[CH2:7][C:4]2[CH:3]=[CH:2][N:1]=[CH:6][CH:5]=2)[CH:11]=[CH:12][C:13]=1[O:16][CH2:17][C:18]1[CH:27]=[CH:26][C:25]2[C:20](=[CH:21][CH:22]=[CH:23][CH:24]=2)[N:19]=1. (5) Given the reactants [OH:1][C:2]1[CH:11]=[CH:10][C:5]([C:6]([NH:8][NH2:9])=[O:7])=[CH:4][CH:3]=1.[N+:12]([C:15]1[S:19][C:18]([CH:20]=O)=[CH:17][CH:16]=1)([O-:14])=[O:13], predict the reaction product. The product is: [N+:12]([C:15]1[S:19][C:18]([CH:20]=[N:9][NH:8][C:6](=[O:7])[C:5]2[CH:10]=[CH:11][C:2]([OH:1])=[CH:3][CH:4]=2)=[CH:17][CH:16]=1)([O-:14])=[O:13]. (6) Given the reactants Br[C:2]1[S:3][CH:4]=[C:5]([CH:7]([CH3:9])[CH3:8])[N:6]=1.[Li]CCCC.[CH2:15]([Sn:19](Cl)([CH2:24][CH2:25][CH2:26][CH3:27])[CH2:20][CH2:21][CH2:22][CH3:23])[CH2:16][CH2:17][CH3:18], predict the reaction product. The product is: [CH:7]([C:5]1[N:6]=[C:2]([Sn:19]([CH2:20][CH2:21][CH2:22][CH3:23])([CH2:24][CH2:25][CH2:26][CH3:27])[CH2:15][CH2:16][CH2:17][CH3:18])[S:3][CH:4]=1)([CH3:9])[CH3:8]. (7) Given the reactants [H-].[Na+].[O:3]1[CH2:6][CH:5]([OH:7])[CH2:4]1.Cl[C:9]1[N:14]=[C:13]([C:15]2[CH:20]=[CH:19][CH:18]=[C:17]([I:21])[CH:16]=2)[N:12]=[C:11]([C:22]([O:24]CC)=[O:23])[CH:10]=1, predict the reaction product. The product is: [I:21][C:17]1[CH:16]=[C:15]([C:13]2[N:12]=[C:11]([C:22]([OH:24])=[O:23])[CH:10]=[C:9]([O:7][CH:5]3[CH2:6][O:3][CH2:4]3)[N:14]=2)[CH:20]=[CH:19][CH:18]=1.